Dataset: Forward reaction prediction with 1.9M reactions from USPTO patents (1976-2016). Task: Predict the product of the given reaction. (1) Given the reactants [N:1]([CH2:4][CH2:5][O:6][CH2:7][CH2:8][O:9][CH2:10][CH2:11][O:12][CH2:13][CH2:14][O:15][C:16]1[CH:17]=[C:18]([CH:21]=[C:22]([O:26][CH3:27])[C:23]=1[O:24][CH3:25])[CH:19]=[O:20])=[N+:2]=[N-:3].[CH2:28](O)[CH2:29][OH:30].C(=O)(O)[O-].[Na+], predict the reaction product. The product is: [N:1]([CH2:4][CH2:5][O:6][CH2:7][CH2:8][O:9][CH2:10][CH2:11][O:12][CH2:13][CH2:14][O:15][C:16]1[CH:17]=[C:18]([CH:19]2[O:30][CH2:29][CH2:28][O:20]2)[CH:21]=[C:22]([O:26][CH3:27])[C:23]=1[O:24][CH3:25])=[N+:2]=[N-:3]. (2) The product is: [OH:7][CH2:8][C:9]1[CH:14]=[C:13]([CH3:15])[C:12]([CH2:16][CH2:17][CH2:18][OH:19])=[C:11]([CH3:21])[CH:10]=1. Given the reactants [H-].[H-].[H-].[H-].[Li+].[Al+3].[OH:7][CH2:8][C:9]1[CH:14]=[C:13]([CH3:15])[C:12]([CH2:16][CH2:17][C:18](O)=[O:19])=[C:11]([CH3:21])[CH:10]=1, predict the reaction product. (3) Given the reactants [Cl:1][C:2]1[CH:31]=[CH:30][C:5]([CH2:6][N:7]2[C:15]3[C:10](=[CH:11][C:12](/[CH:16]=[C:17]4/[C:18](=[O:29])[N:19]([CH2:23][C@H:24]5[CH2:28][CH2:27][CH2:26][NH:25]5)[C:20](=[O:22])[S:21]/4)=[CH:13][CH:14]=3)[CH:9]=[N:8]2)=[C:4]([C:32]([F:35])([F:34])[F:33])[CH:3]=1.Br[CH2:37][C:38]([NH2:40])=[O:39], predict the reaction product. The product is: [Cl:1][C:2]1[CH:31]=[CH:30][C:5]([CH2:6][N:7]2[C:15]3[C:10](=[CH:11][C:12](/[CH:16]=[C:17]4/[C:18](=[O:29])[N:19]([CH2:23][C@H:24]5[CH2:28][CH2:27][CH2:26][N:25]5[CH2:37][C:38]([NH2:40])=[O:39])[C:20](=[O:22])[S:21]/4)=[CH:13][CH:14]=3)[CH:9]=[N:8]2)=[C:4]([C:32]([F:35])([F:33])[F:34])[CH:3]=1. (4) Given the reactants CC[O-].[Na+].S(O)(O)(=O)=O.[CH3:10][O:11][C:12]([NH2:14])=[NH:13].C[CH2:16][CH:17]([C:22](OCC)=[O:23])[C:18](OC)=[O:19], predict the reaction product. The product is: [CH3:10][O:11][C:12]1[N:14]=[C:18]([OH:19])[C:17]([CH3:16])=[C:22]([OH:23])[N:13]=1. (5) The product is: [N+:23]([C:20]1[CH:21]=[CH:22][C:17]([O:16][C:14]([NH:5][O:4][CH:1]([CH3:3])[CH3:2])=[O:15])=[CH:18][CH:19]=1)([O-:25])=[O:24]. Given the reactants [CH:1]([O:4][NH2:5])([CH3:3])[CH3:2].CCN(CC)CC.Cl[C:14]([O:16][C:17]1[CH:22]=[CH:21][C:20]([N+:23]([O-:25])=[O:24])=[CH:19][CH:18]=1)=[O:15], predict the reaction product. (6) Given the reactants [CH2:1]([C:3]([CH2:8][OH:9])([CH3:7])[C:4]([OH:6])=[O:5])[OH:2].[CH2:10](O)[CH3:11], predict the reaction product. The product is: [CH2:1]([C:3]([CH2:8][OH:9])([CH3:7])[C:4]([O:6][CH2:10][CH3:11])=[O:5])[OH:2]. (7) Given the reactants [F:1][C:2]1[CH:3]=[C:4]2[C:9](=[C:10]([F:12])[CH:11]=1)[CH2:8][CH:7]([NH:13][CH:14]([CH2:18][CH2:19][CH3:20])[C:15]([OH:17])=O)[CH2:6][CH2:5]2.[CH3:21][CH:22]1[O:27][CH:26]([CH3:28])[CH2:25][N:24]([CH2:29][C:30]([N:33]2[CH:37]=[C:36]([NH2:38])[N:35]=[CH:34]2)([CH3:32])[CH3:31])[CH2:23]1, predict the reaction product. The product is: [CH3:28][CH:26]1[O:27][CH:22]([CH3:21])[CH2:23][N:24]([CH2:29][C:30]([N:33]2[CH:37]=[C:36]([NH:38][C:15](=[O:17])[CH:14]([NH:13][CH:7]3[CH2:6][CH2:5][C:4]4[C:9](=[C:10]([F:12])[CH:11]=[C:2]([F:1])[CH:3]=4)[CH2:8]3)[CH2:18][CH2:19][CH3:20])[N:35]=[CH:34]2)([CH3:32])[CH3:31])[CH2:25]1. (8) Given the reactants [C:1]([O:10][CH:11]([CH3:13])[CH3:12])(=[O:9])[CH2:2][C:3]([O:5][CH:6]([CH3:8])[CH3:7])=[O:4].[CH3:14][C:15](C)([O-:17])C.[K+], predict the reaction product. The product is: [CH:11]([O:10][C:1]1[O:9][CH2:14][C:15](=[O:17])[C:2]=1[C:3]([O:5][CH:6]([CH3:7])[CH3:8])=[O:4])([CH3:13])[CH3:12]. (9) The product is: [CH3:43][C:34]1[CH:39]=[CH:38][C:37]([NH:40][C:41]([NH:1][C:2]2[CH:3]=[CH:4][C:5]([C:8]3[C:12]([C:13]([NH2:15])=[O:14])=[C:11]([NH:16][C:17]([N:19]4[CH2:23][CH2:22][CH2:21][C:20]4=[O:24])=[O:18])[S:10][N:9]=3)=[CH:6][CH:7]=2)=[O:42])=[CH:36][CH:35]=1. Given the reactants [NH2:1][C:2]1[CH:7]=[CH:6][C:5]([C:8]2[C:12]([C:13]([NH2:15])=[O:14])=[C:11]([NH:16][C:17]([N:19]3[CH2:23][CH2:22][CH2:21][C:20]3=[O:24])=[O:18])[S:10][N:9]=2)=[CH:4][CH:3]=1.C(N(C(C)C)CC)(C)C.[C:34]1([CH3:43])[CH:39]=[CH:38][C:37]([N:40]=[C:41]=[O:42])=[CH:36][CH:35]=1, predict the reaction product.